Dataset: Full USPTO retrosynthesis dataset with 1.9M reactions from patents (1976-2016). Task: Predict the reactants needed to synthesize the given product. (1) Given the product [F:1][C:2]1[CH:7]=[C:6]([I:8])[CH:5]=[CH:4][C:3]=1[NH:9][C:10]1[N:15]([CH3:16])[C:14](=[O:17])[C:13]2[CH:18]=[C:19]([CH3:21])[O:20][C:12]=2[C:11]=1[C:22]([O-:24])=[O:23].[K+:30], predict the reactants needed to synthesize it. The reactants are: [F:1][C:2]1[CH:7]=[C:6]([I:8])[CH:5]=[CH:4][C:3]=1[NH:9][C:10]1[N:15]([CH3:16])[C:14](=[O:17])[C:13]2[CH:18]=[C:19]([CH3:21])[O:20][C:12]=2[C:11]=1[C:22]([O:24]C)=[O:23].C([O-])([O-])=O.[K+:30].[K+].O. (2) Given the product [C:1]([O:4][CH2:7][CH2:8][CH2:9][CH2:10][CH2:11][O:12][C:13]1[C:14]([O:33][CH3:34])=[CH:15][CH:16]=[C:17]2[C:22]=1[O:21][C:20](=[O:23])[CH:19]=[C:18]2[NH:24][C:25]1[C:30]([Cl:31])=[CH:29][N:28]=[CH:27][C:26]=1[Cl:32])(=[O:3])[CH3:2], predict the reactants needed to synthesize it. The reactants are: [C:1]([O-:4])(=[O:3])[CH3:2].[K+].Br[CH2:7][CH2:8][CH2:9][CH2:10][CH2:11][O:12][C:13]1[C:14]([O:33][CH3:34])=[CH:15][CH:16]=[C:17]2[C:22]=1[O:21][C:20](=[O:23])[CH:19]=[C:18]2[NH:24][C:25]1[C:30]([Cl:31])=[CH:29][N:28]=[CH:27][C:26]=1[Cl:32]. (3) Given the product [CH3:27][C@@:28]([OH:60])([C:56]([CH3:59])([CH3:58])[CH3:57])[C@@H:29]1[C@:34]2([O:54][CH3:55])[C@@H:35]3[O:49][C:44]4=[C:45]([OH:48])[CH:46]=[CH:47][C:42]5=[C:43]4[C@:36]43[CH2:37][CH2:38][N:39]([CH2:50][CH:51]3[CH2:52][CH2:53]3)[C@H:40]([CH2:41]5)[C@@:31]4([CH2:32][CH2:33]2)[CH2:30]1, predict the reactants needed to synthesize it. The reactants are: COCCOCCOCCOCCO.ClC(Cl)(OC(=O)OC(Cl)(Cl)Cl)Cl.[CH3:27][C@@:28]([OH:60])([C:56]([CH3:59])([CH3:58])[CH3:57])[C@@H:29]1[C@:34]2([O:54][CH3:55])[C@@H:35]3[O:49][C:44]4=[C:45]([OH:48])[CH:46]=[CH:47][C:42]5=[C:43]4[C@:36]43[CH2:37][CH2:38][N:39]([CH2:50][CH:51]3[CH2:53][CH2:52]3)[C@H:40]([CH2:41]5)[C@@:31]4([CH2:32][CH2:33]2)[CH2:30]1.Cl.C(N(CC)CC)C. (4) Given the product [Cl:21][C:17]1[N:16]=[C:15]([C:14]2[S:35][C:34]([C:36]3([CH3:49])[CH2:41][CH2:40][N:39]([C:42]([O:44][C:45]([CH3:48])([CH3:47])[CH3:46])=[O:43])[CH2:38][CH2:37]3)=[N:33][C:13]=2[C:9]2[CH:10]=[CH:11][CH:12]=[C:7]([NH:6][C:5]([O:4][CH2:1][CH:2]=[CH2:3])=[O:24])[C:8]=2[F:23])[CH:20]=[CH:19][N:18]=1, predict the reactants needed to synthesize it. The reactants are: [CH2:1]([O:4][C:5](=[O:24])[NH:6][C:7]1[CH:12]=[CH:11][CH:10]=[C:9]([C:13](=O)[CH2:14][C:15]2[CH:20]=[CH:19][N:18]=[C:17]([Cl:21])[N:16]=2)[C:8]=1[F:23])[CH:2]=[CH2:3].C1C(=O)N(Br)C(=O)C1.[NH2:33][C:34]([C:36]1([CH3:49])[CH2:41][CH2:40][N:39]([C:42]([O:44][C:45]([CH3:48])([CH3:47])[CH3:46])=[O:43])[CH2:38][CH2:37]1)=[S:35]. (5) Given the product [NH2:15][C:6]1[CH:7]=[C:8]([CH:13]=[CH:14][C:5]=1[CH:1]1[CH2:4][CH2:3][CH2:2]1)[C:9]([O:11][CH3:12])=[O:10], predict the reactants needed to synthesize it. The reactants are: [CH:1]1([C:5]2[CH:14]=[CH:13][C:8]([C:9]([O:11][CH3:12])=[O:10])=[CH:7][C:6]=2[N+:15]([O-])=O)[CH2:4][CH2:3][CH2:2]1. (6) Given the product [CH2:21]([O:19][C:17]([C:16]1[N:13]=[C:6]2[N:7]([C:8]3[CH2:12][CH2:11][CH2:10][C:9]=3[C:4]([O:3][CH2:1][CH3:2])=[N:5]2)[CH:15]=1)=[O:18])[CH3:22], predict the reactants needed to synthesize it. The reactants are: [CH2:1]([O:3][C:4]1[C:9]2[CH2:10][CH2:11][CH2:12][C:8]=2[N:7]=[C:6]([NH2:13])[N:5]=1)[CH3:2].Br[CH2:15][C:16](=O)[C:17]([O-:19])=[O:18].[CH2:21]1COC[CH2:22]1. (7) Given the product [C:1]([CH:5]1[CH2:10][CH:9]([O:11][CH3:12])[CH2:8][CH2:7][CH:6]1[OH:13])([CH3:4])([CH3:2])[CH3:3], predict the reactants needed to synthesize it. The reactants are: [C:1]([C:5]1[CH:10]=[C:9]([O:11][CH3:12])[CH:8]=[CH:7][C:6]=1[OH:13])([CH3:4])([CH3:3])[CH3:2].[3H][3H].